Dataset: Reaction yield outcomes from USPTO patents with 853,638 reactions. Task: Predict the reaction yield, written as a fraction of the theoretical maximum amount of product (1.0 means a 100% yield; for example, 0.34 means a 34% yield). (1) The reactants are [CH3:1][O:2][C:3]1[CH:4]=[C:5]([CH2:19][NH2:20])[CH:6]=[C:7]([C:9]2[CH:14]=[CH:13][C:12]([C:15]([F:18])([F:17])[F:16])=[CH:11][CH:10]=2)[CH:8]=1.[F:21][C:22]1[CH:27]=[CH:26][C:25]([S:28]([N:31]([CH2:33][C:34](O)=[O:35])[CH3:32])(=[O:30])=[O:29])=[CH:24][CH:23]=1.CN(C(ON1N=NC2C=CC=NC1=2)=[N+](C)C)C.F[P-](F)(F)(F)(F)F.C(N(CC)C(C)C)(C)C.OS([O-])(=O)=O.[K+]. The catalyst is C(Cl)Cl. The product is [F:21][C:22]1[CH:23]=[CH:24][C:25]([S:28]([N:31]([CH3:32])[CH2:33][C:34]([NH:20][CH2:19][C:5]2[CH:6]=[C:7]([C:9]3[CH:10]=[CH:11][C:12]([C:15]([F:17])([F:16])[F:18])=[CH:13][CH:14]=3)[CH:8]=[C:3]([O:2][CH3:1])[CH:4]=2)=[O:35])(=[O:29])=[O:30])=[CH:26][CH:27]=1. The yield is 0.470. (2) The reactants are C(N(CC)CC)C.[CH3:8][C@H:9]1[NH:13][CH2:12][C@@H:11]([CH2:14][N:15]2[C:23]3[C:18](=[CH:19][C:20]([C:24]4[CH:25]=[N:26][N:27]([CH:29]5[CH2:34][CH2:33][CH2:32][CH2:31][O:30]5)[CH:28]=4)=[CH:21][CH:22]=3)[CH:17]=[N:16]2)[CH2:10]1.[C:35](Cl)(=[O:44])[CH2:36][CH2:37][C:38]1[CH:43]=[CH:42][CH:41]=[CH:40][CH:39]=1.C(=O)(O)[O-].[Na+]. The catalyst is ClCCl.C(OCC)(=O)C. The product is [CH3:8][C@H:9]1[CH2:10][C@@H:11]([CH2:14][N:15]2[C:23]3[C:18](=[CH:19][C:20]([C:24]4[CH:25]=[N:26][N:27]([CH:29]5[CH2:34][CH2:33][CH2:32][CH2:31][O:30]5)[CH:28]=4)=[CH:21][CH:22]=3)[CH:17]=[N:16]2)[CH2:12][N:13]1[C:35](=[O:44])[CH2:36][CH2:37][C:38]1[CH:43]=[CH:42][CH:41]=[CH:40][CH:39]=1. The yield is 0.919. (3) The reactants are BrC1C(NC2C=C(OC(C)C)NN=2)=NC(N[C@H:9]([C:11]2[N:16]=[CH:15][C:14]([F:17])=[CH:13][N:12]=2)[CH3:10])=NC=1.C1C[O:31]CC1.C[Mg+].[Br-]. The catalyst is CCOCC. The product is [F:17][C:14]1[CH:13]=[N:12][C:11]([C:9](=[O:31])[CH3:10])=[N:16][CH:15]=1. The yield is 0.460.